From a dataset of Catalyst prediction with 721,799 reactions and 888 catalyst types from USPTO. Predict which catalyst facilitates the given reaction. Reactant: [OH:1][CH2:2][CH2:3][N:4]1[C:8]([C:9]([F:12])([F:11])[F:10])=[C:7]([CH2:13][C:14]([OH:16])=O)[CH:6]=[N:5]1.CCN=C=NCCCN(C)C.Cl.ON1C2C=CC=CC=2N=N1.C(N1CCOCC1)C.[Cl:47][C:48]1[CH:53]=[C:52]([F:54])[CH:51]=[CH:50][C:49]=1[CH2:55][NH2:56]. Product: [Cl:47][C:48]1[CH:53]=[C:52]([F:54])[CH:51]=[CH:50][C:49]=1[CH2:55][NH:56][C:14](=[O:16])[CH2:13][C:7]1[CH:6]=[N:5][N:4]([CH2:3][CH2:2][OH:1])[C:8]=1[C:9]([F:10])([F:11])[F:12]. The catalyst class is: 9.